Task: Predict the reactants needed to synthesize the given product.. Dataset: Full USPTO retrosynthesis dataset with 1.9M reactions from patents (1976-2016) Given the product [C:17]12([NH:38][C:39]([NH2:25])=[S:40])[CH2:18][CH:1]([CH2:6][CH2:5]1)[CH2:7][CH2:4]2, predict the reactants needed to synthesize it. The reactants are: [C:1]12(NC(=O)OC(C)(C)C)[CH2:7][CH:4]([CH2:5][CH2:6]1)CC2.F[C:17](F)(F)[C:18](O)=O.C([N:25](CC)CC)C.C([N:38]=[C:39]=[S:40])(=O)C1C=CC=CC=1.C(=O)([O-])[O-].[K+].[K+].